Dataset: Full USPTO retrosynthesis dataset with 1.9M reactions from patents (1976-2016). Task: Predict the reactants needed to synthesize the given product. (1) The reactants are: [C:1]1([S:7]([C:10]2[CH:11]=[C:12]3[C:16](=[CH:17][CH:18]=2)[NH:15][CH:14]=[C:13]3[CH2:19][CH2:20][NH:21][C:22](=[O:28])[O:23][C:24]([CH3:27])([CH3:26])[CH3:25])(=[O:9])=[O:8])[CH:6]=[CH:5][CH:4]=[CH:3][CH:2]=1.[C:29]([O-])([O-])=O.[Cs+].[Cs+].S(OC)(OC)(=O)=O. Given the product [CH3:29][N:15]1[C:16]2[C:12](=[CH:11][C:10]([S:7]([C:1]3[CH:2]=[CH:3][CH:4]=[CH:5][CH:6]=3)(=[O:8])=[O:9])=[CH:18][CH:17]=2)[C:13]([CH2:19][CH2:20][NH:21][C:22](=[O:28])[O:23][C:24]([CH3:25])([CH3:27])[CH3:26])=[CH:14]1, predict the reactants needed to synthesize it. (2) Given the product [Br:17][C:18]1[CH:23]=[CH:22][C:21]([C:4]2[C:5]3[S:6][C:7]4[CH:13]=[CH:12][CH:11]=[CH:10][C:8]=4[C:9]=3[CH:1]=[CH:2][CH:3]=2)=[CH:20][CH:19]=1, predict the reactants needed to synthesize it. The reactants are: [CH:1]1[C:9]2[C:8]3[CH:10]=[CH:11][CH:12]=[CH:13][C:7]=3[S:6][C:5]=2[C:4](B(O)O)=[CH:3][CH:2]=1.[Br:17][C:18]1[CH:23]=[CH:22][C:21](Br)=[CH:20][CH:19]=1.C1(C)C=CC=CC=1.C(=O)([O-])[O-].[K+].[K+].